Dataset: Full USPTO retrosynthesis dataset with 1.9M reactions from patents (1976-2016). Task: Predict the reactants needed to synthesize the given product. (1) Given the product [CH:8]([C:3]1[CH:4]=[CH:5][CH:6]=[CH:7][C:2]=1[C:11]#[N:12])([CH3:10])[CH3:9], predict the reactants needed to synthesize it. The reactants are: Br[C:2]1[CH:7]=[CH:6][CH:5]=[CH:4][C:3]=1[CH:8]([CH3:10])[CH3:9].[C:11]([Cu])#[N:12]. (2) Given the product [F:1][C:2]1[C:7]([F:8])=[C:6]([OH:9])[CH:5]=[CH:4][C:3]=1[CH2:10][CH2:11][C:12]([O:14][CH2:15][CH3:16])=[O:13], predict the reactants needed to synthesize it. The reactants are: [F:1][C:2]1[C:7]([F:8])=[C:6]([OH:9])[CH:5]=[CH:4][C:3]=1/[CH:10]=[CH:11]/[C:12]([O:14][CH2:15][CH3:16])=[O:13].[H][H]. (3) Given the product [CH2:13]([O:15][C:16]([C:17]1[C:18](=[O:19])[S:12][C:8]2[C:9]([C:23]=1[OH:24])=[CH:10][CH:11]=[C:6]([O:5][CH2:1][CH2:2][CH2:3][CH3:4])[CH:7]=2)=[O:28])[CH3:14], predict the reactants needed to synthesize it. The reactants are: [CH2:1]([O:5][C:6]1[CH:7]=[C:8]([SH:12])[CH:9]=[CH:10][CH:11]=1)[CH2:2][CH2:3][CH3:4].[CH2:13]([O:15][C:16](=[O:28])[CH:17]([C:23](OCC)=[O:24])[C:18](OCC)=[O:19])[CH3:14].[Sn](Cl)(Cl)(Cl)Cl. (4) Given the product [Cl:39][C:36]1[CH:37]=[CH:38][C:33]([N:30]2[CH2:31][CH2:32][N:27]([C:25](=[O:26])[CH2:24][N:5]3[C:6]([C:7]4[CH:12]=[CH:11][CH:10]=[CH:9][CH:8]=4)=[C:2]([Cl:1])[C:3]([C:13]([F:14])([F:16])[F:15])=[N:4]3)[CH2:28][CH2:29]2)=[CH:34][C:35]=1[O:40][CH3:41], predict the reactants needed to synthesize it. The reactants are: [Cl:1][C:2]1[C:3]([C:13]([F:16])([F:15])[F:14])=[N:4][NH:5][C:6]=1[C:7]1[CH:12]=[CH:11][CH:10]=[CH:9][CH:8]=1.C([O-])([O-])=O.[K+].[K+].Cl[CH2:24][C:25]([N:27]1[CH2:32][CH2:31][N:30]([C:33]2[CH:38]=[CH:37][C:36]([Cl:39])=[C:35]([O:40][CH3:41])[CH:34]=2)[CH2:29][CH2:28]1)=[O:26].CN(C=O)C. (5) Given the product [I:1][C:2]1[CH:7]=[CH:6][N:5]=[C:4]2[N:8]([C:11]([O:13][C:14]([CH3:17])([CH3:16])[CH3:15])=[O:12])[N:9]=[CH:10][C:3]=12, predict the reactants needed to synthesize it. The reactants are: [I:1][C:2]1[CH:7]=[CH:6][N:5]=[C:4]2[NH:8][N:9]=[CH:10][C:3]=12.[C:11](O[C:11]([O:13][C:14]([CH3:17])([CH3:16])[CH3:15])=[O:12])([O:13][C:14]([CH3:17])([CH3:16])[CH3:15])=[O:12]. (6) Given the product [O:1]=[C:2]1[CH2:7][NH:6][C:5]2[CH:8]=[C:9]([CH2:12][CH:13]3[CH2:18][CH2:17][CH2:16][N:15]([C:19]([O:21][C:22]([CH3:25])([CH3:24])[CH3:23])=[O:20])[CH2:14]3)[CH:10]=[CH:11][C:4]=2[O:3]1, predict the reactants needed to synthesize it. The reactants are: [O:1]=[C:2]1[CH2:7][NH:6][C:5]2[CH:8]=[C:9]([CH:12]=[C:13]3[CH2:18][CH2:17][CH2:16][N:15]([C:19]([O:21][C:22]([CH3:25])([CH3:24])[CH3:23])=[O:20])[CH2:14]3)[CH:10]=[CH:11][C:4]=2[O:3]1.